The task is: Predict the reactants needed to synthesize the given product.. This data is from Full USPTO retrosynthesis dataset with 1.9M reactions from patents (1976-2016). (1) Given the product [NH2:34][C:26]1[N:25]=[C:24]([N:5]2[CH2:6][C:7]3[CH:12]=[C:11]([C:13]4[CH:14]=[C:15]5[N:21]=[C:20]([NH2:22])[S:19][C:16]5=[N:17][CH:18]=4)[CH:10]=[CH:9][C:8]=3[O:2][CH2:3][CH2:4]2)[C:29]([CH:30]([CH3:31])[CH3:32])=[C:28]([CH3:33])[N:27]=1, predict the reactants needed to synthesize it. The reactants are: Cl.[O:2]1[C:8]2[CH:9]=[CH:10][C:11]([C:13]3[CH:14]=[C:15]4[N:21]=[C:20]([NH2:22])[S:19][C:16]4=[N:17][CH:18]=3)=[CH:12][C:7]=2[CH2:6][NH:5][CH2:4][CH2:3]1.Cl[C:24]1[C:29]([CH:30]([CH3:32])[CH3:31])=[C:28]([CH3:33])[N:27]=[C:26]([NH2:34])[N:25]=1.C(N(C(C)C)CC)(C)C. (2) Given the product [CH3:7][N:8]1[CH:12]=[C:11]([CH2:15][N:1]2[CH2:6][CH2:5][O:4][CH2:3][CH2:2]2)[CH:10]=[C:9]1[CH:13]=[O:14].[CH3:7][N:8]1[C:12]([CH2:15][N:1]2[CH2:6][CH2:5][O:4][CH2:3][CH2:2]2)=[CH:11][CH:10]=[C:9]1[CH:13]=[O:14], predict the reactants needed to synthesize it. The reactants are: [NH:1]1[CH2:6][CH2:5][O:4][CH2:3][CH2:2]1.[CH3:7][N:8]1[CH:12]=[CH:11][CH:10]=[C:9]1[CH:13]=[O:14].[CH2:15]=O. (3) Given the product [CH2:1]([O:8][C:9]1[CH:10]=[C:11]([CH:15]=[CH:16][CH:17]=1)[C:12]([NH:22][C:23]1[CH:28]=[CH:27][CH:26]=[CH:25][C:24]=1[S:29](=[O:31])(=[O:30])[NH2:32])=[O:14])[C:2]1[CH:3]=[CH:4][CH:5]=[CH:6][CH:7]=1, predict the reactants needed to synthesize it. The reactants are: [CH2:1]([O:8][C:9]1[CH:10]=[C:11]([CH:15]=[CH:16][CH:17]=1)[C:12]([OH:14])=O)[C:2]1[CH:7]=[CH:6][CH:5]=[CH:4][CH:3]=1.S(Cl)(Cl)=O.[NH2:22][C:23]1[CH:28]=[CH:27][CH:26]=[CH:25][C:24]=1[S:29]([NH2:32])(=[O:31])=[O:30].C(=O)(O)[O-].[Na+]. (4) Given the product [C:1]([C:3]1([NH:6][C:7]([C@H:9]2[CH2:13][C@H:12]([S:14]([C:17]3[CH:22]=[CH:21][C:20]([C:34]4[CH:33]=[CH:32][C:31]([F:30])=[CH:36][C:35]=4[F:37])=[CH:19][C:18]=3[C:24]([F:27])([F:26])[F:25])(=[O:16])=[O:15])[CH2:11][C@@H:10]2[O:28][CH3:29])=[O:8])[CH2:5][CH2:4]1)#[N:2], predict the reactants needed to synthesize it. The reactants are: [C:1]([C:3]1([NH:6][C:7]([C@H:9]2[CH2:13][C@H:12]([S:14]([C:17]3[CH:22]=[CH:21][C:20](Br)=[CH:19][C:18]=3[C:24]([F:27])([F:26])[F:25])(=[O:16])=[O:15])[CH2:11][C@@H:10]2[O:28][CH3:29])=[O:8])[CH2:5][CH2:4]1)#[N:2].[F:30][C:31]1[CH:36]=[C:35]([F:37])[CH:34]=[CH:33][C:32]=1B(O)O.C([O-])([O-])=O.[Na+].[Na+].C(Cl)Cl.C([O-])(O)=O.[Na+]. (5) Given the product [CH:1]1([C:7]2[NH:11][C:10](=[S:39])[C:9]3([CH2:17][CH2:16][N:15]([S:18]([CH2:21][CH2:22][C:23]4[CH:28]=[CH:27][CH:26]=[CH:25][C:24]=4[CH3:29])(=[O:20])=[O:19])[CH2:14][CH2:13]3)[N:8]=2)[CH2:6][CH2:5][CH2:4][CH2:3][CH2:2]1, predict the reactants needed to synthesize it. The reactants are: [CH:1]1([C:7]2[NH:11][C:10](=O)[C:9]3([CH2:17][CH2:16][N:15]([S:18]([CH2:21][CH2:22][C:23]4[CH:28]=[CH:27][CH:26]=[CH:25][C:24]=4[CH3:29])(=[O:20])=[O:19])[CH2:14][CH2:13]3)[N:8]=2)[CH2:6][CH2:5][CH2:4][CH2:3][CH2:2]1.COC1C=CC(P2(SP(C3C=CC(OC)=CC=3)(=S)S2)=[S:39])=CC=1.